The task is: Predict the reaction yield, written as a fraction of the theoretical maximum amount of product (1.0 means a 100% yield; for example, 0.34 means a 34% yield).. This data is from Reaction yield outcomes from USPTO patents with 853,638 reactions. (1) The reactants are Cl[C:2]1[C:11]2[C:6](=[CH:7][CH:8]=[C:9]([CH2:12][CH3:13])[CH:10]=2)[N:5]=[C:4]([N:14]2[CH2:20][C:19]3[CH:21]=[CH:22][CH:23]=[CH:24][C:18]=3[S:17](=[O:26])(=[O:25])[CH2:16][CH2:15]2)[CH:3]=1.[C:27]([O:31][CH2:32][CH3:33])(=[O:30])[CH:28]=[CH2:29].C(N(CC)CC)C.CN(C)C=O. The catalyst is CC(C)([P](C(C)(C)C)([Pd][P](C(C)(C)C)(C(C)(C)C)C(C)(C)C)C(C)(C)C)C.O. The product is [O:25]=[S:17]1(=[O:26])[C:18]2[CH:24]=[CH:23][CH:22]=[CH:21][C:19]=2[CH2:20][N:14]([C:4]2[CH:3]=[C:2](/[CH:29]=[CH:28]/[C:27]([O:31][CH2:32][CH3:33])=[O:30])[C:11]3[C:6](=[CH:7][CH:8]=[C:9]([CH2:12][CH3:13])[CH:10]=3)[N:5]=2)[CH2:15][CH2:16]1. The yield is 0.800. (2) The reactants are [CH3:1][C:2]1[CH:3]=[CH:4][CH:5]=[C:6]2[C:11]=1[O:10][C:9]([C:12]1[CH:17]=[CH:16][C:15]([O:18][CH3:19])=[CH:14][CH:13]=1)=[CH:8][C:7]2=O.COC1C=CC(P2(SP(C3C=CC(OC)=CC=3)(=S)S2)=[S:30])=CC=1. The catalyst is C1(C)C=CC=CC=1. The product is [CH3:19][O:18][C:15]1[CH:16]=[CH:17][C:12]([C:9]2[O:10][C:11]3[C:6]([C:7](=[S:30])[CH:8]=2)=[CH:5][CH:4]=[CH:3][C:2]=3[CH3:1])=[CH:13][CH:14]=1. The yield is 0.755. (3) The reactants are [CH2:1]([O:17][C:18]([NH:20][C:21]1[CH:29]=[CH:28][C:27]([CH3:30])=[CH:26][C:22]=1[C:23]([OH:25])=[O:24])=O)[CH2:2][CH2:3][CH2:4][CH2:5][CH2:6][CH2:7][CH2:8][CH2:9][CH2:10][CH2:11][CH2:12][CH2:13][CH2:14][CH2:15][CH3:16].ClC(OCC)=O. The catalyst is N1C=CC=CC=1. The product is [CH2:1]([O:17][C:18]1[O:24][C:23](=[O:25])[C:22]2[CH:26]=[C:27]([CH3:30])[CH:28]=[CH:29][C:21]=2[N:20]=1)[CH2:2][CH2:3][CH2:4][CH2:5][CH2:6][CH2:7][CH2:8][CH2:9][CH2:10][CH2:11][CH2:12][CH2:13][CH2:14][CH2:15][CH3:16]. The yield is 0.820. (4) The reactants are [CH2:1]([O:3][C:4](=[O:37])[N:5]([CH:12]([C:20]1[CH:25]=[CH:24][C:23]([O:26]CC2C=CC=CC=2)=[C:22]([O:34][CH2:35]C)[CH:21]=1)[CH2:13][C:14]1[CH:19]=[CH:18][CH:17]=[CH:16][CH:15]=1)CC(OC)OC)[CH3:2].[C:38](OCC)(=[O:40])C.CCCCCC. The catalyst is C(OCC)(=O)C.C(O)C.[Pd]. The product is [CH2:1]([O:3][C:4](=[O:37])[NH:5][CH:12]([C:20]1[CH:25]=[CH:24][C:23]([OH:26])=[C:22]([O:34][CH3:35])[CH:21]=1)[CH2:13][C:14]1[CH:15]=[CH:16][CH:17]=[C:18]([O:40][CH3:38])[CH:19]=1)[CH3:2]. The yield is 0.800. (5) The reactants are [CH2:1]([CH:3]([O:6][C:7]([N:9]1[CH2:14][CH2:13][CH:12]([O:15][C:16]2[C:21]([O:22][CH3:23])=[C:20](Cl)[N:19]=[CH:18][N:17]=2)[CH2:11][CH2:10]1)=[O:8])[CH2:4][CH3:5])[CH3:2].[CH3:25][S:26]([C:29]1[N:34]=[C:33]([CH3:35])[C:32]([NH2:36])=[CH:31][CH:30]=1)(=[O:28])=[O:27].C(N1CCN2CCN(CC(C)C)P1N(CC(C)C)CC2)C(C)C.CC(C)([O-])C.[K+].C1COCC1. The catalyst is O1CCOCC1.C([O-])(=O)C.[Pd+2].C([O-])(=O)C. The product is [CH2:1]([CH:3]([O:6][C:7]([N:9]1[CH2:14][CH2:13][CH:12]([O:15][C:16]2[C:21]([O:22][CH3:23])=[C:20]([NH:36][C:32]3[C:33]([CH3:35])=[N:34][C:29]([S:26]([CH3:25])(=[O:28])=[O:27])=[CH:30][CH:31]=3)[N:19]=[CH:18][N:17]=2)[CH2:11][CH2:10]1)=[O:8])[CH2:4][CH3:5])[CH3:2]. The yield is 0.0211. (6) The reactants are [N+:1]([C:4]1[C:5]([C:10]2[CH:15]=[CH:14][C:13]([Cl:16])=[CH:12][CH:11]=2)=[N:6][CH:7]=[CH:8][CH:9]=1)([O-])=O.[C:17]([Mg]Br)([CH3:19])=[CH2:18]. No catalyst specified. The product is [Cl:16][C:13]1[CH:14]=[CH:15][C:10]([C:5]2[N:6]=[CH:7][CH:8]=[C:9]3[CH:18]=[C:17]([CH3:19])[NH:1][C:4]=23)=[CH:11][CH:12]=1. The yield is 0.320. (7) The reactants are [Cl:1][C:2]1[C:3]([NH:10][C:11]2[CH:16]=[CH:15][C:14]([Cl:17])=[CH:13][CH:12]=2)=[N:4][CH:5]=[C:6]([CH:9]=1)[C:7]#[N:8].C([Sn]([N:31]=[N+:32]=[N-:33])(CCCC)CCCC)CCC. No catalyst specified. The product is [Cl:17][C:14]1[CH:15]=[CH:16][C:11]([NH:10][C:3]2[C:2]([Cl:1])=[CH:9][C:6]([C:7]3[NH:33][N:32]=[N:31][N:8]=3)=[CH:5][N:4]=2)=[CH:12][CH:13]=1. The yield is 0.530. (8) The reactants are [CH3:1][O:2][C:3]([C:5]1[C:6](=[O:16])[O:7][C:8]2[C:13]([CH:14]=1)=[CH:12][CH:11]=[C:10]([OH:15])[CH:9]=2)=[O:4].[C:17]1([CH2:23][CH2:24]O)[CH:22]=[CH:21][CH:20]=[CH:19][CH:18]=1.C1(P(C2C=CC=CC=2)C2C=CC=CC=2)C=CC=CC=1.N(C(OCC)=O)=NC(OCC)=O. The catalyst is O1CCCC1. The product is [CH3:1][O:2][C:3]([C:5]1[C:6](=[O:16])[O:7][C:8]2[CH:9]=[C:10]([O:15][CH2:24][CH2:23][C:17]3[CH:22]=[CH:21][CH:20]=[CH:19][CH:18]=3)[CH:11]=[CH:12][C:13]=2[CH:14]=1)=[O:4]. The yield is 0.463. (9) The reactants are [Cl:1][C:2]1[C:3]([O:31][CH3:32])=[CH:4][CH:5]=[C:6]2[C:11]=1[N:10]=[C:9]([N:12]1[CH:16]=[CH:15][C:14]([C:17]([F:20])([F:19])[F:18])=[N:13]1)[CH:8]=[C:7]2[O:21]CC1C=CC(OC)=CC=1.[Na+].[I-].O.Cl. The catalyst is C(#N)C. The product is [Cl:1][C:2]1[C:3]([O:31][CH3:32])=[CH:4][CH:5]=[C:6]2[C:11]=1[N:10]=[C:9]([N:12]1[CH:16]=[CH:15][C:14]([C:17]([F:19])([F:20])[F:18])=[N:13]1)[CH:8]=[C:7]2[OH:21]. The yield is 0.960.